Task: Predict which catalyst facilitates the given reaction.. Dataset: Catalyst prediction with 721,799 reactions and 888 catalyst types from USPTO (1) Reactant: [OH:1][C:2]1[CH:3]=[C:4]2[C:8](=[CH:9][CH:10]=1)[N:7]([C:11]1[CH:16]=[CH:15][CH:14]=[C:13]([I:17])[CH:12]=1)[N:6]=[C:5]2[C:18]([NH2:20])=[O:19].C(=O)([O-])[O-].[K+].[K+].[Br:27][CH2:28][CH2:29]Br. Product: [Br:27][CH2:28][CH2:29][O:1][C:2]1[CH:3]=[C:4]2[C:8](=[CH:9][CH:10]=1)[N:7]([C:11]1[CH:16]=[CH:15][CH:14]=[C:13]([I:17])[CH:12]=1)[N:6]=[C:5]2[C:18]([NH2:20])=[O:19]. The catalyst class is: 13. (2) Reactant: N1C=C(C2C=NC=CC=2)N=C1.BrCC[N:15]1[C:19](=[O:20])[C:18]2=[CH:21][CH:22]=[CH:23][CH:24]=[C:17]2[C:16]1=[O:25].[H-].[Na+].C(=O)([O-])O.[Na+]. Product: [C:19]1(=[O:20])[NH:15][C:16](=[O:25])[C:17]2=[CH:24][CH:23]=[CH:22][CH:21]=[C:18]12. The catalyst class is: 42. (3) Reactant: [CH3:1][O:2][CH2:3][CH2:4][CH2:5][CH2:6][N:7]1[C:11]2[CH:12]=[CH:13][CH:14]=[CH:15][C:10]=2[N:9]=[C:8]1[C:16]([N:18]([CH2:38][CH:39]([CH3:41])[CH3:40])[C@H:19]1[CH2:24][C@@H:23]([C:25](=[O:30])N(OC)C)[CH2:22][N:21]([C:31]([O:33][C:34]([CH3:37])([CH3:36])[CH3:35])=[O:32])[CH2:20]1)=[O:17].[CH2:42]([Mg]Br)[CH3:43].C1COCC1.[Cl-].[NH4+]. The catalyst class is: 1. Product: [CH3:1][O:2][CH2:3][CH2:4][CH2:5][CH2:6][N:7]1[C:11]2[CH:12]=[CH:13][CH:14]=[CH:15][C:10]=2[N:9]=[C:8]1[C:16]([N:18]([CH2:38][CH:39]([CH3:40])[CH3:41])[C@H:19]1[CH2:24][C@@H:23]([C:25](=[O:30])[CH2:42][CH3:43])[CH2:22][N:21]([C:31]([O:33][C:34]([CH3:37])([CH3:35])[CH3:36])=[O:32])[CH2:20]1)=[O:17]. (4) Reactant: C([O:5][C:6]([C:8]1[CH:12]=[CH:11][N:10]([C:13]2[CH:18]=[CH:17][C:16]([C:19](=[O:21])[CH3:20])=[CH:15][N:14]=2)[CH:9]=1)=[O:7])(C)(C)C.FC(F)(F)C(O)=O.O. Product: [C:19]([C:16]1[CH:17]=[CH:18][C:13]([N:10]2[CH:11]=[CH:12][C:8]([C:6]([OH:7])=[O:5])=[CH:9]2)=[N:14][CH:15]=1)(=[O:21])[CH3:20]. The catalyst class is: 4. (5) Reactant: [C:1]1(C)[CH:6]=[CH:5][CH:4]=[CH:3][CH:2]=1.C(=O)([O-])[O-].[Na+].[Na+].C(OC(=O)[NH:20][CH2:21][CH2:22][NH:23][C:24]1[C:33]2[C:28](=[CH:29][C:30](Cl)=[CH:31][CH:32]=2)[N:27]=[C:26]([C:35]2[CH:40]=[CH:39][CH:38]=[CH:37][C:36]=2[OH:41])[N:25]=1)(C)(C)C.C1(B(O)O)C=CC=CC=1. Product: [NH2:20][CH2:21][CH2:22][NH:23][C:24]1[C:33]2[C:28](=[CH:29][C:30]([C:1]3[CH:6]=[CH:5][CH:4]=[CH:3][CH:2]=3)=[CH:31][CH:32]=2)[N:27]=[C:26]([C:35]2[CH:40]=[CH:39][CH:38]=[CH:37][C:36]=2[OH:41])[N:25]=1. The catalyst class is: 51. (6) Reactant: CN(C(ON1N=NC2C=CC=NC1=2)=[N+](C)C)C.F[P-](F)(F)(F)(F)F.[CH:25]1([NH2:30])[CH2:29][CH2:28][CH2:27][CH2:26]1.[CH3:31][C:32]1[C:36]([C:37]2[CH:38]=[C:39]([S:47]([NH:50][CH:51]3[CH2:55][CH2:54][CH2:53][CH:52]3[C:56](O)=[O:57])(=[O:49])=[O:48])[C:40]3[CH:41]=[CH:42][CH:43]=[N:44][C:45]=3[CH:46]=2)=[C:35]([CH3:59])[O:34][N:33]=1.CCN(C(C)C)C(C)C.C(O)(=O)CC(CC(O)=O)(C(O)=O)O. Product: [CH:25]1([NH:30][C:56]([C@H:52]2[CH2:53][CH2:54][CH2:55][C@H:51]2[NH:50][S:47]([C:39]2[C:40]3[CH:41]=[CH:42][CH:43]=[N:44][C:45]=3[CH:46]=[C:37]([C:36]3[C:32]([CH3:31])=[N:33][O:34][C:35]=3[CH3:59])[CH:38]=2)(=[O:49])=[O:48])=[O:57])[CH2:29][CH2:28][CH2:27][CH2:26]1. The catalyst class is: 3.